This data is from Catalyst prediction with 721,799 reactions and 888 catalyst types from USPTO. The task is: Predict which catalyst facilitates the given reaction. (1) Reactant: [NH2:1][C:2]1[C:3]([C:14]([NH:16][CH2:17][C:18]([NH:24]CC2C=CC(OC)=CC=2)([CH3:23])[C:19]([F:22])([F:21])[F:20])=[O:15])=[N:4][C:5]([O:12][CH3:13])=[C:6]([C:8]([F:11])([F:10])[F:9])[CH:7]=1.[OH-].[Na+]. Product: [NH2:1][C:2]1[C:3]([C:14]([NH:16][CH2:17][C:18]([NH2:24])([CH3:23])[C:19]([F:22])([F:20])[F:21])=[O:15])=[N:4][C:5]([O:12][CH3:13])=[C:6]([C:8]([F:10])([F:11])[F:9])[CH:7]=1. The catalyst class is: 67. (2) Reactant: [Br:1][C:2]1[C:3]([Cl:8])=[N:4][CH:5]=[CH:6][CH:7]=1.ClC1C=C(C=CC=1)C(OO)=[O:14]. Product: [Br:1][C:2]1[C:3]([Cl:8])=[N+:4]([O-:14])[CH:5]=[CH:6][CH:7]=1. The catalyst class is: 26. (3) Reactant: [Br:1][C:2]1[CH:7]=[CH:6][C:5]([OH:8])=[CH:4][C:3]=1[CH3:9].[H-].[Na+].Cl[CH2:13][O:14][CH3:15]. Product: [Br:1][C:2]1[CH:7]=[CH:6][C:5]([O:8][CH2:13][O:14][CH3:15])=[CH:4][C:3]=1[CH3:9]. The catalyst class is: 3. (4) Reactant: [CH3:1][N:2]1[CH2:6][CH2:5][CH2:4][C@H:3]1[C:7]([NH:9][C:10]1[CH:15]=[CH:14][CH:13]=[C:12]([N+:16]([O-])=O)[CH:11]=1)=[O:8]. Product: [NH2:16][C:12]1[CH:11]=[C:10]([NH:9][C:7]([C@@H:3]2[CH2:4][CH2:5][CH2:6][N:2]2[CH3:1])=[O:8])[CH:15]=[CH:14][CH:13]=1. The catalyst class is: 19. (5) Reactant: [CH:1]([N:4]1[C:8]([C:9]2[N:18]=[C:17]3[N:11]([CH2:12][CH2:13][O:14][C:15]4[CH:22]=[CH:21][C:20]([S:23]([O-:26])(=O)=[O:24])=[CH:19][C:16]=43)[CH:10]=2)=[N:7][CH:6]=[N:5]1)([CH3:3])[CH3:2].[Na+].C(Cl)(=O)C(Cl)=O.CN(C=O)C.[C:39]1([NH2:45])[CH:44]=[CH:43][CH:42]=[CH:41][CH:40]=1.CCN(CC)CC. Product: [CH:1]([N:4]1[C:8]([C:9]2[N:18]=[C:17]3[C:16]4[CH:19]=[C:20]([S:23]([NH:45][C:39]5[CH:44]=[CH:43][CH:42]=[CH:41][CH:40]=5)(=[O:26])=[O:24])[CH:21]=[CH:22][C:15]=4[O:14][CH2:13][CH2:12][N:11]3[CH:10]=2)=[N:7][CH:6]=[N:5]1)([CH3:2])[CH3:3]. The catalyst class is: 76.